This data is from Peptide-MHC class II binding affinity with 134,281 pairs from IEDB. The task is: Regression. Given a peptide amino acid sequence and an MHC pseudo amino acid sequence, predict their binding affinity value. This is MHC class II binding data. (1) The peptide sequence is YDKFLANDSTVLTGK. The MHC is DRB1_0701 with pseudo-sequence DRB1_0701. The binding affinity (normalized) is 0.559. (2) The peptide sequence is GKNERELATLHHLNP. The MHC is DRB1_0404 with pseudo-sequence DRB1_0404. The binding affinity (normalized) is 0.118.